From a dataset of Forward reaction prediction with 1.9M reactions from USPTO patents (1976-2016). Predict the product of the given reaction. (1) Given the reactants [CH3:1][O:2][C:3](=[O:11])[C:4]1[CH:9]=[CH:8][CH:7]=[N:6][C:5]=1F.[F:12][C:13]1[CH:14]=[C:15]([CH:17]=[CH:18][CH:19]=1)[NH2:16], predict the reaction product. The product is: [F:12][C:13]1[CH:14]=[C:15]([NH:16][C:5]2[N:6]=[CH:7][CH:8]=[CH:9][C:4]=2[C:3]([O:2][CH3:1])=[O:11])[CH:17]=[CH:18][CH:19]=1. (2) The product is: [O:20]1[CH:24]=[CH:23][C:22]([CH2:25][N:4]2[CH2:3][CH2:2][N:1]([C:7]3[CH:8]=[CH:9][C:10]4[N:11]([C:13]([C:16]([F:17])([F:18])[F:19])=[N:14][N:15]=4)[N:12]=3)[CH2:6][CH2:5]2)=[CH:21]1. Given the reactants [N:1]1([C:7]2[CH:8]=[CH:9][C:10]3[N:11]([C:13]([C:16]([F:19])([F:18])[F:17])=[N:14][N:15]=3)[N:12]=2)[CH2:6][CH2:5][NH:4][CH2:3][CH2:2]1.[O:20]1[CH:24]=[CH:23][C:22]([CH:25]=O)=[CH:21]1, predict the reaction product. (3) Given the reactants [Br:1][C:2]1[CH:14]=[CH:13][C:12]2[C:11]3[C:6](=[CH:7][CH:8]=[CH:9][CH:10]=3)[NH:5][C:4]=2[CH:3]=1.C([O-])([O-])=O.[K+].[K+].CN1C=CN=C1.Br[C:28]1[CH:33]=[C:32]([C:34]([CH3:37])([CH3:36])[CH3:35])[CH:31]=[CH:30][N:29]=1, predict the reaction product. The product is: [Br:1][C:2]1[CH:14]=[CH:13][C:12]2[C:11]3[C:6](=[CH:7][CH:8]=[CH:9][CH:10]=3)[N:5]([C:28]3[CH:33]=[C:32]([C:34]([CH3:37])([CH3:36])[CH3:35])[CH:31]=[CH:30][N:29]=3)[C:4]=2[CH:3]=1. (4) Given the reactants [CH:1]1([C:4]2[NH:8][C:7]3[CH:9]=[C:10]([C:17]4[C:18]([CH3:23])=[N:19][O:20][C:21]=4[CH3:22])[CH:11]=[C:12]([C:13]([O:15]C)=O)[C:6]=3[N:5]=2)[CH2:3][CH2:2]1.[CH:24]([Mg]Br)([CH3:26])[CH3:25].[CH2:29]1[CH2:33]OC[CH2:30]1, predict the reaction product. The product is: [CH:1]1([C:4]2[NH:8][C:7]3[CH:9]=[C:10]([C:17]4[C:18]([CH3:23])=[N:19][O:20][C:21]=4[CH3:22])[CH:11]=[C:12]([C:13]([OH:15])([CH2:30][CH2:29][CH3:33])[CH2:25][CH2:24][CH3:26])[C:6]=3[N:5]=2)[CH2:2][CH2:3]1. (5) Given the reactants Br[C:2]1[CH:3]=[N:4][C:5]([N:8]2[CH2:13][CH2:12][N:11]([C:14]([O:16][C:17]([CH3:20])([CH3:19])[CH3:18])=[O:15])[CH2:10][C@@H:9]2[CH3:21])=[N:6][CH:7]=1.C([O-])(=O)C.[K+].[B:27]1([B:27]2[O:31][C:30]([CH3:33])([CH3:32])[C:29]([CH3:35])([CH3:34])[O:28]2)[O:31][C:30]([CH3:33])([CH3:32])[C:29]([CH3:35])([CH3:34])[O:28]1, predict the reaction product. The product is: [CH3:21][C@@H:9]1[N:8]([C:5]2[N:4]=[CH:3][C:2]([B:27]3[O:31][C:30]([CH3:33])([CH3:32])[C:29]([CH3:35])([CH3:34])[O:28]3)=[CH:7][N:6]=2)[CH2:13][CH2:12][N:11]([C:14]([O:16][C:17]([CH3:20])([CH3:19])[CH3:18])=[O:15])[CH2:10]1. (6) Given the reactants CC1(C)C(C)(C)OB([C:9]2[CH:18]=[C:17]3[C:12]([CH:13]=[CH:14][N:15]=[CH:16]3)=[CH:11][CH:10]=2)O1.[CH2:20]([O:22][C:23]([C:25]1[S:29][C:28](Br)=[N:27][C:26]=1[CH3:31])=[O:24])[CH3:21].C(=O)([O-])[O-].[Cs+].[Cs+].CN(C)C=O, predict the reaction product. The product is: [CH2:20]([O:22][C:23]([C:25]1[S:29][C:28]([C:9]2[CH:18]=[C:17]3[C:12]([CH:13]=[CH:14][N:15]=[CH:16]3)=[CH:11][CH:10]=2)=[N:27][C:26]=1[CH3:31])=[O:24])[CH3:21]. (7) Given the reactants [Cl-].[NH4+].[C:3]([O:7][C:8]([N:10]1[CH2:15][CH2:14][N:13]([CH2:16][C:17]2[CH:22]=[C:21]([N+:23]([O-])=O)[C:20]([C:26]([O:28][CH2:29][CH3:30])=[O:27])=[CH:19][C:18]=2[O:31][C:32]([F:35])([F:34])[F:33])[CH2:12][CH2:11]1)=[O:9])([CH3:6])([CH3:5])[CH3:4], predict the reaction product. The product is: [C:3]([O:7][C:8]([N:10]1[CH2:11][CH2:12][N:13]([CH2:16][C:17]2[CH:22]=[C:21]([NH2:23])[C:20]([C:26]([O:28][CH2:29][CH3:30])=[O:27])=[CH:19][C:18]=2[O:31][C:32]([F:34])([F:35])[F:33])[CH2:14][CH2:15]1)=[O:9])([CH3:4])([CH3:5])[CH3:6].